Dataset: Forward reaction prediction with 1.9M reactions from USPTO patents (1976-2016). Task: Predict the product of the given reaction. (1) Given the reactants Cl[C:2]1[N:11]=[C:10]([O:12][CH2:13][C@@H:14]2[CH2:19][N:18]([C:20](=[O:24])[CH:21]([F:23])[F:22])[CH2:17][CH2:16][O:15]2)[C:9]2[C:4](=[N:5][CH:6]=[CH:7][N:8]=2)[CH:3]=1.Cl.CC1(C)C(C)(C)OB([C:34]2[CH:39]=[CH:38][C:37]([N:40]3[CH2:45][CH2:44][NH:43][CH2:42][CH2:41]3)=[CH:36][CH:35]=2)O1.C([O-])([O-])=O.[Cs+].[Cs+], predict the reaction product. The product is: [F:22][CH:21]([F:23])[C:20]([N:18]1[CH2:17][CH2:16][O:15][C@H:14]([CH2:13][O:12][C:10]2[C:9]3[C:4](=[N:5][CH:6]=[CH:7][N:8]=3)[CH:3]=[C:2]([C:34]3[CH:35]=[CH:36][C:37]([N:40]4[CH2:41][CH2:42][NH:43][CH2:44][CH2:45]4)=[CH:38][CH:39]=3)[N:11]=2)[CH2:19]1)=[O:24]. (2) Given the reactants C([O:3][C:4](=[O:31])[C:5]1[CH:10]=[CH:9][CH:8]=[C:7]([N:11]2[CH2:15][CH:14]([C:16]3[CH:21]=[CH:20][C:19]([O:22][CH3:23])=[C:18]([O:24][CH:25]4[CH2:29][CH2:28][CH2:27][CH2:26]4)[CH:17]=3)[CH2:13][C:12]2=[O:30])[CH:6]=1)C.[OH-].[Na+].Cl, predict the reaction product. The product is: [CH:25]1([O:24][C:18]2[CH:17]=[C:16]([CH:14]3[CH2:15][N:11]([C:7]4[CH:6]=[C:5]([CH:10]=[CH:9][CH:8]=4)[C:4]([OH:31])=[O:3])[C:12](=[O:30])[CH2:13]3)[CH:21]=[CH:20][C:19]=2[O:22][CH3:23])[CH2:26][CH2:27][CH2:28][CH2:29]1.